The task is: Predict the product of the given reaction.. This data is from Forward reaction prediction with 1.9M reactions from USPTO patents (1976-2016). (1) Given the reactants [Cl:1][C:2]1[CH:3]=[CH:4][C:5]([C:28]([F:31])([F:30])[F:29])=[C:6]([CH:27]=1)[CH2:7][N:8]1[CH2:13][CH2:12][NH:11][C:10]2[N:14]=[CH:15][C:16]([C:18]3[CH:26]=[CH:25][C:21]([C:22]([OH:24])=O)=[CH:20][CH:19]=3)=[CH:17][C:9]1=2.[F:32][C:33]([F:47])([F:46])[C:34]1[CH:35]=[C:36]([N:40]2[CH2:45][CH2:44][NH:43][CH2:42][CH2:41]2)[CH:37]=[CH:38][CH:39]=1, predict the reaction product. The product is: [Cl:1][C:2]1[CH:3]=[CH:4][C:5]([C:28]([F:30])([F:29])[F:31])=[C:6]([CH:27]=1)[CH2:7][N:8]1[CH2:13][CH2:12][NH:11][C:10]2[N:14]=[CH:15][C:16]([C:18]3[CH:19]=[CH:20][C:21]([C:22]([N:43]4[CH2:42][CH2:41][N:40]([C:36]5[CH:37]=[CH:38][CH:39]=[C:34]([C:33]([F:46])([F:47])[F:32])[CH:35]=5)[CH2:45][CH2:44]4)=[O:24])=[CH:25][CH:26]=3)=[CH:17][C:9]1=2. (2) Given the reactants O.[F-].C([N+](C)(C)C)C1C=CC=CC=1.[C:14]1([C:20]2([N:45]([CH3:47])[CH3:46])[CH2:25][CH2:24][CH:23]([CH2:26][O:27][CH2:28][C:29]3[C:37]4[C:32](=[N:33][CH:34]=[CH:35][CH:36]=4)[NH:31][C:30]=3[Si](CC)(CC)CC)[CH2:22][CH2:21]2)[CH:19]=[CH:18][CH:17]=[CH:16][CH:15]=1, predict the reaction product. The product is: [NH:31]1[C:32]2=[N:33][CH:34]=[CH:35][CH:36]=[C:37]2[C:29]([CH2:28][O:27][CH2:26][CH:23]2[CH2:24][CH2:25][C:20]([C:14]3[CH:19]=[CH:18][CH:17]=[CH:16][CH:15]=3)([N:45]([CH3:46])[CH3:47])[CH2:21][CH2:22]2)=[CH:30]1.